Dataset: Forward reaction prediction with 1.9M reactions from USPTO patents (1976-2016). Task: Predict the product of the given reaction. (1) Given the reactants [Li][CH2:2]CCC.[Br:6][C:7]1[CH:8]=[C:9]([C:15]([CH3:19])([CH3:18])[CH:16]=O)[CH:10]=[CH:11][C:12]=1[O:13][CH3:14], predict the reaction product. The product is: [Br:6][C:7]1[CH:8]=[C:9]([C:15]([CH3:19])([CH3:18])[CH:16]=[CH2:2])[CH:10]=[CH:11][C:12]=1[O:13][CH3:14]. (2) Given the reactants [C:1]1([C:7]2[CH:15]=[CH:14][C:10]([C:11](Cl)=[O:12])=[CH:9][CH:8]=2)[CH:6]=[CH:5][CH:4]=[CH:3][CH:2]=1.Cl.[NH2:17][CH:18]([C:24]([O:26][CH2:27][CH3:28])=[O:25])[C:19]([O:21][CH2:22][CH3:23])=[O:20].C(=O)([O-])O.[Na+], predict the reaction product. The product is: [CH2:27]([O:26][C:24](=[O:25])[CH:18]([NH:17][C:11]([C:10]1[CH:14]=[CH:15][C:7]([C:1]2[CH:6]=[CH:5][CH:4]=[CH:3][CH:2]=2)=[CH:8][CH:9]=1)=[O:12])[C:19]([O:21][CH2:22][CH3:23])=[O:20])[CH3:28]. (3) Given the reactants [Cl:1][C:2]1[CH:3]=[C:4]2[N:13]([S:14]([C:17]3[CH:23]=[CH:22][C:20]([CH3:21])=[CH:19][CH:18]=3)(=[O:16])=[O:15])[CH:12]=[CH:11][C:5]2=[N:6][C:7]=1[C:8](=O)[CH3:9].Cl.[NH2:25][OH:26].CC([O-])=O.[Na+], predict the reaction product. The product is: [Cl:1][C:2]1[CH:3]=[C:4]2[N:13]([S:14]([C:17]3[CH:23]=[CH:22][C:20]([CH3:21])=[CH:19][CH:18]=3)(=[O:16])=[O:15])[CH:12]=[CH:11][C:5]2=[N:6][C:7]=1[C:8](=[N:25][OH:26])[CH3:9]. (4) Given the reactants [Cl:1][C:2]1[N:10]([C:11]2[CH:16]=[CH:15][C:14]([C:17]3[CH:22]=[CH:21][CH:20]=[C:19]([O:23][CH3:24])[C:18]=3[OH:25])=[CH:13][CH:12]=2)[C:9]2[C:8](=[O:26])[N:7]([CH2:27][C:28]([OH:30])=[O:29])[C:6](=[O:31])[NH:5][C:4]=2[CH:3]=1.Cl.[CH:33](O)([CH3:35])[CH3:34], predict the reaction product. The product is: [Cl:1][C:2]1[N:10]([C:11]2[CH:16]=[CH:15][C:14]([C:17]3[CH:22]=[CH:21][CH:20]=[C:19]([O:23][CH3:24])[C:18]=3[OH:25])=[CH:13][CH:12]=2)[C:9]2[C:8](=[O:26])[N:7]([CH2:27][C:28]([O:30][CH:33]([CH3:35])[CH3:34])=[O:29])[C:6](=[O:31])[NH:5][C:4]=2[CH:3]=1. (5) Given the reactants O[CH2:2][C:3]1[C:8]2[N:9]([CH2:15][O:16][CH2:17][CH2:18][Si:19]([CH3:22])([CH3:21])[CH3:20])[C:10](=[O:14])[CH2:11][CH2:12][CH2:13][C:7]=2[CH:6]=[CH:5][CH:4]=1.S(Cl)([Cl:25])=O.N1C=CC=CC=1.[Cl-].[Li+], predict the reaction product. The product is: [Cl:25][CH2:2][C:3]1[C:8]2[N:9]([CH2:15][O:16][CH2:17][CH2:18][Si:19]([CH3:22])([CH3:21])[CH3:20])[C:10](=[O:14])[CH2:11][CH2:12][CH2:13][C:7]=2[CH:6]=[CH:5][CH:4]=1.